Dataset: Full USPTO retrosynthesis dataset with 1.9M reactions from patents (1976-2016). Task: Predict the reactants needed to synthesize the given product. (1) Given the product [Cl:24][CH2:25][C:26]([NH:10][CH2:11][C@H:12]1[CH2:16][CH2:15][CH2:14][N:13]1[C:17]([O:19][C:20]([CH3:23])([CH3:22])[CH3:21])=[O:18])=[O:27], predict the reactants needed to synthesize it. The reactants are: CCN(C(C)C)C(C)C.[NH2:10][CH2:11][C@H:12]1[CH2:16][CH2:15][CH2:14][N:13]1[C:17]([O:19][C:20]([CH3:23])([CH3:22])[CH3:21])=[O:18].[Cl:24][CH2:25][C:26](Cl)=[O:27]. (2) The reactants are: [Cl:1][C:2]1[C:16]([Cl:17])=[CH:15][C:5]2[NH:6][C:7]([C:9](=[O:14])[C:10]([F:13])([F:12])[F:11])=[N:8][C:4]=2[CH:3]=1.Br[CH2:19][C:20](=[CH2:24])[C:21]([OH:23])=[O:22].[In].Cl. Given the product [Cl:17][C:16]1[C:2]([Cl:1])=[CH:3][C:4]2[NH:8][C:7]([C:9]([OH:14])([C:10]([F:13])([F:11])[F:12])[CH2:24][C:20](=[CH2:19])[C:21]([OH:23])=[O:22])=[N:6][C:5]=2[CH:15]=1, predict the reactants needed to synthesize it. (3) Given the product [F:24][C:21]([F:22])([F:23])[C@@H:17]1[CH2:18][CH2:19][CH2:20][N:16]1[C:13]1[CH:14]=[CH:15][C:10]([CH2:9][OH:8])=[CH:11][CH:12]=1, predict the reactants needed to synthesize it. The reactants are: [Si]([O:8][CH2:9][C:10]1[CH:15]=[CH:14][C:13]([N:16]2[CH2:20][CH2:19][CH2:18][C@H:17]2[C:21]([F:24])([F:23])[F:22])=[CH:12][CH:11]=1)(C(C)(C)C)(C)C.[F-].C([N+](CCCC)(CCCC)CCCC)CCC.O.C(OCC)(=O)C. (4) Given the product [F:1][C:2]1[C:44]([F:45])=[C:43]([NH:76][CH2:75][CH2:74][N:73]([CH2:72][CH2:71][O:70][CH3:69])[CH3:77])[CH:42]=[CH:41][C:3]=1[CH2:4][N:5]1[C:14](=[O:15])[C:13]([C:16]([NH:18][C:19]2[CH:24]=[CH:23][C:22]([C:25]([F:28])([F:27])[F:26])=[CH:21][C:20]=2[C:29]2[CH:34]=[C:33]([C:35]([F:38])([F:37])[F:36])[N:32]=[CH:31][N:30]=2)=[O:17])=[C:12]([OH:39])[C:7]2([CH2:11][CH2:10][CH2:9][CH2:8]2)[N:6]1[CH3:40], predict the reactants needed to synthesize it. The reactants are: [F:1][C:2]1[C:44]([F:45])=[C:43](I)[CH:42]=[CH:41][C:3]=1[CH2:4][N:5]1[C:14](=[O:15])[C:13]([C:16]([NH:18][C:19]2[CH:24]=[CH:23][C:22]([C:25]([F:28])([F:27])[F:26])=[CH:21][C:20]=2[C:29]2[CH:34]=[C:33]([C:35]([F:38])([F:37])[F:36])[N:32]=[CH:31][N:30]=2)=[O:17])=[C:12]([OH:39])[C:7]2([CH2:11][CH2:10][CH2:9][CH2:8]2)[N:6]1[CH3:40].CC1C=CC=C(C)C=1NC(=O)C([O-])=O.P([O-])([O-])([O-])=O.[K+].[K+].[K+].[CH3:69][O:70][CH2:71][CH2:72][N:73]([CH3:77])[CH2:74][CH2:75][NH2:76].N. (5) Given the product [F:1][C:2]1[CH:7]=[CH:6][CH:5]=[CH:4][C:3]=1[C:8]1([C:9]([O:11][CH3:12])=[O:10])[CH2:20][CH2:19][O:18][CH2:17][CH2:16]1, predict the reactants needed to synthesize it. The reactants are: [F:1][C:2]1[CH:7]=[CH:6][CH:5]=[CH:4][C:3]=1[CH2:8][C:9]([O:11][CH3:12])=[O:10].[H-].[Na+].Cl[CH:16](Cl)[CH2:17][O:18][CH2:19][CH:20](Cl)Cl. (6) Given the product [CH3:2][C:3]1[NH:9][C:10]2[C:15]([CH3:16])=[CH:14][C:13]([CH3:17])=[CH:12][C:11]=2[N:18]=1, predict the reactants needed to synthesize it. The reactants are: Cl.[CH3:2][C:3](=O)CC(=O)C.[NH2:9][C:10]1[C:15]([CH3:16])=[CH:14][C:13]([CH3:17])=[CH:12][C:11]=1[NH2:18].C(=O)([O-])O.[Na+]. (7) Given the product [CH3:1][O:2][C:3](=[O:33])[CH2:4][C@H:5]1[C:9]2[CH:10]=[CH:11][C:12]([O:14][C@H:15]3[C:23]4[C:18](=[C:19]([O:25][C:26]5[CH:31]=[CH:30][C:29]([C:42]6[CH2:47][CH2:46][O:45][CH2:44][CH:43]=6)=[CH:28][CH:27]=5)[CH:20]=[CH:21][C:22]=4[F:24])[CH2:17][CH2:16]3)=[CH:13][C:8]=2[O:7][CH2:6]1, predict the reactants needed to synthesize it. The reactants are: [CH3:1][O:2][C:3](=[O:33])[CH2:4][C@H:5]1[C:9]2[CH:10]=[CH:11][C:12]([O:14][C@H:15]3[C:23]4[C:18](=[C:19]([O:25][C:26]5[CH:31]=[CH:30][C:29](Br)=[CH:28][CH:27]=5)[CH:20]=[CH:21][C:22]=4[F:24])[CH2:17][CH2:16]3)=[CH:13][C:8]=2[O:7][CH2:6]1.CC1(C)C(C)(C)OB([C:42]2[CH2:43][CH2:44][O:45][CH2:46][CH:47]=2)O1.[O-]P([O-])([O-])=O.[K+].[K+].[K+].O.